This data is from NCI-60 drug combinations with 297,098 pairs across 59 cell lines. The task is: Regression. Given two drug SMILES strings and cell line genomic features, predict the synergy score measuring deviation from expected non-interaction effect. (1) Drug 1: C1=NC2=C(N1)C(=S)N=C(N2)N. Drug 2: C1C(C(OC1N2C=NC3=C2NC=NCC3O)CO)O. Cell line: HCC-2998. Synergy scores: CSS=26.6, Synergy_ZIP=-2.07, Synergy_Bliss=-4.13, Synergy_Loewe=-33.1, Synergy_HSA=-4.80. (2) Drug 1: C1C(C(OC1N2C=NC3=C(N=C(N=C32)Cl)N)CO)O. Drug 2: C(CCl)NC(=O)N(CCCl)N=O. Cell line: SN12C. Synergy scores: CSS=52.8, Synergy_ZIP=-1.43, Synergy_Bliss=-1.82, Synergy_Loewe=-42.6, Synergy_HSA=-0.240. (3) Drug 1: CC1=C2C(C(=O)C3(C(CC4C(C3C(C(C2(C)C)(CC1OC(=O)C(C(C5=CC=CC=C5)NC(=O)OC(C)(C)C)O)O)OC(=O)C6=CC=CC=C6)(CO4)OC(=O)C)O)C)O. Drug 2: CC12CCC3C(C1CCC2OP(=O)(O)O)CCC4=C3C=CC(=C4)OC(=O)N(CCCl)CCCl.[Na+]. Cell line: UACC-257. Synergy scores: CSS=35.3, Synergy_ZIP=6.53, Synergy_Bliss=8.40, Synergy_Loewe=14.5, Synergy_HSA=9.80. (4) Drug 1: CC12CCC3C(C1CCC2=O)CC(=C)C4=CC(=O)C=CC34C. Drug 2: C1=NC2=C(N=C(N=C2N1C3C(C(C(O3)CO)O)O)F)N. Cell line: PC-3. Synergy scores: CSS=51.2, Synergy_ZIP=-2.45, Synergy_Bliss=-0.302, Synergy_Loewe=0.590, Synergy_HSA=0.908. (5) Drug 2: C1CN(P(=O)(OC1)NCCCl)CCCl. Synergy scores: CSS=-3.86, Synergy_ZIP=3.14, Synergy_Bliss=0.867, Synergy_Loewe=-4.10, Synergy_HSA=-4.71. Drug 1: C1=CN(C=N1)CC(O)(P(=O)(O)O)P(=O)(O)O. Cell line: OVCAR-4. (6) Drug 1: C1CC(=O)NC(=O)C1N2CC3=C(C2=O)C=CC=C3N. Drug 2: C1=C(C(=O)NC(=O)N1)N(CCCl)CCCl. Cell line: HS 578T. Synergy scores: CSS=11.8, Synergy_ZIP=-4.37, Synergy_Bliss=4.89, Synergy_Loewe=-3.23, Synergy_HSA=3.60. (7) Drug 1: C(=O)(N)NO. Drug 2: C1CN(P(=O)(OC1)NCCCl)CCCl. Cell line: SF-539. Synergy scores: CSS=8.15, Synergy_ZIP=-3.07, Synergy_Bliss=-5.37, Synergy_Loewe=-4.61, Synergy_HSA=-2.98.